Regression/Classification. Given a drug SMILES string, predict its absorption, distribution, metabolism, or excretion properties. Task type varies by dataset: regression for continuous measurements (e.g., permeability, clearance, half-life) or binary classification for categorical outcomes (e.g., BBB penetration, CYP inhibition). Dataset: cyp1a2_veith. From a dataset of CYP1A2 inhibition data for predicting drug metabolism from PubChem BioAssay. (1) The drug is S=c1c2[nH]cnc2ncn1CCSc1ncnc2nc[nH]c12. The result is 0 (non-inhibitor). (2) The molecule is COc1ccc(-n2ccnc2SCC(=O)Nc2ccccc2)cc1. The result is 1 (inhibitor). (3) The molecule is NC[C@H](O)c1cc(O)c(O)cc1F. The result is 0 (non-inhibitor). (4) The compound is CSc1nc(C)cc(Nc2ccc(O)c(CN3CCCCC3)c2)n1. The result is 1 (inhibitor). (5) The drug is CCS(=O)(=O)c1ccc2oc(Nc3cc(C)cc(C)c3)nc2c1. The result is 1 (inhibitor). (6) The drug is O=C(CCN1CCN(CC(=O)Nc2ccccc2Cl)CC1)Nc1ccccc1F. The result is 0 (non-inhibitor).